The task is: Regression. Given a peptide amino acid sequence and an MHC pseudo amino acid sequence, predict their binding affinity value. This is MHC class I binding data.. This data is from Peptide-MHC class I binding affinity with 185,985 pairs from IEDB/IMGT. (1) The peptide sequence is YLVAYKATV. The MHC is HLA-A68:02 with pseudo-sequence HLA-A68:02. The binding affinity (normalized) is 0.399. (2) The MHC is H-2-Kb with pseudo-sequence H-2-Kb. The binding affinity (normalized) is 0.531. The peptide sequence is FDHTLMSIV. (3) The peptide sequence is EMKTDAATLA. The MHC is HLA-B45:01 with pseudo-sequence HLA-B45:01. The binding affinity (normalized) is 0.481. (4) The peptide sequence is VIMWYNYLF. The MHC is HLA-A02:19 with pseudo-sequence HLA-A02:19. The binding affinity (normalized) is 0.0847. (5) The peptide sequence is GMWCVLASR. The MHC is HLA-A02:12 with pseudo-sequence HLA-A02:12. The binding affinity (normalized) is 0.368. (6) The peptide sequence is LSEMLNKEY. The MHC is HLA-A26:01 with pseudo-sequence HLA-A26:01. The binding affinity (normalized) is 0. (7) The peptide sequence is LALYSPPLI. The MHC is HLA-A02:06 with pseudo-sequence HLA-A02:06. The binding affinity (normalized) is 0.426. (8) The peptide sequence is SVLIARDQL. The MHC is Patr-B0101 with pseudo-sequence Patr-B0101. The binding affinity (normalized) is 0.740. (9) The peptide sequence is FGAQMGWPV. The MHC is HLA-A23:01 with pseudo-sequence HLA-A23:01. The binding affinity (normalized) is 0.0847. (10) The binding affinity (normalized) is 0.0847. The peptide sequence is KSWLVHWSL. The MHC is HLA-B18:01 with pseudo-sequence HLA-B18:01.